From a dataset of Forward reaction prediction with 1.9M reactions from USPTO patents (1976-2016). Predict the product of the given reaction. Given the reactants [C:1]([CH2:3][C:4]1([N:15]2[CH:19]=[C:18]([C:20]3[N:25]4[CH:26]=[CH:27][N:28]=[C:24]4[CH:23]=[C:22]([C:29]4[CH:30]=[N:31][N:32]([CH:34]5[CH2:37][O:36][CH2:35]5)[CH:33]=4)[N:21]=3)[CH:17]=[N:16]2)[CH2:7][N:6](C(OC(C)(C)C)=O)[CH2:5]1)#[N:2].[C:38]([OH:44])([C:40]([F:43])([F:42])[F:41])=[O:39], predict the reaction product. The product is: [F:41][C:40]([F:43])([F:42])[C:38]([OH:44])=[O:39].[F:41][C:40]([F:43])([F:42])[C:38]([OH:44])=[O:39].[O:36]1[CH2:37][CH:34]([N:32]2[CH:33]=[C:29]([C:22]3[N:21]=[C:20]([C:18]4[CH:17]=[N:16][N:15]([C:4]5([CH2:3][C:1]#[N:2])[CH2:7][NH:6][CH2:5]5)[CH:19]=4)[N:25]4[CH:26]=[CH:27][N:28]=[C:24]4[CH:23]=3)[CH:30]=[N:31]2)[CH2:35]1.